Task: Predict the product of the given reaction.. Dataset: Forward reaction prediction with 1.9M reactions from USPTO patents (1976-2016) (1) Given the reactants [N+:1]([C:4]1[CH:5]=[C:6]([C:11]2[O:12][C:13]3[C:19]([F:20])=[C:18]([F:21])[CH:17]=[CH:16][C:14]=3[N:15]=2)[C:7](F)=[CH:8][CH:9]=1)([O-:3])=[O:2].[CH2:22]([NH2:25])[CH2:23][CH3:24], predict the reaction product. The product is: [N+:1]([C:4]1[CH:5]=[C:6]([C:11]2[O:12][C:13]3[C:19]([F:20])=[C:18]([F:21])[CH:17]=[CH:16][C:14]=3[N:15]=2)[C:7]([NH:25][CH2:22][CH2:23][CH3:24])=[CH:8][CH:9]=1)([O-:3])=[O:2]. (2) Given the reactants [SH:1][CH2:2][CH:3]1[CH2:7][S:6][CH2:5][S:4]1.[Cl:8][CH2:9][CH2:10][C:11](Cl)=[O:12], predict the reaction product. The product is: [Cl:8][CH2:9][CH2:10][C:11]([S:1][CH2:2][CH:3]1[CH2:7][S:6][CH2:5][S:4]1)=[O:12]. (3) The product is: [F:1][C:2]1[N:7]=[CH:6][C:5]([C:18]2[CH:23]=[CH:22][N:21]=[C:20]([NH2:24])[CH:19]=2)=[CH:4][CH:3]=1. Given the reactants [F:1][C:2]1[N:7]=[CH:6][C:5](B(O)O)=[CH:4][CH:3]=1.C(=O)([O-])[O-].[Na+].[Na+].Br[C:18]1[CH:23]=[CH:22][N:21]=[C:20]([NH2:24])[CH:19]=1.C1(C)C=CC=CC=1, predict the reaction product. (4) The product is: [NH2:14][C:15]1[CH:16]=[C:17]2[C:25]([C:24]3[CH:23]=[CH:22][C:21]([NH:28][C:29](=[O:33])[CH2:30][CH2:31][CH3:32])=[CH:20][C:19]=3[CH2:18]2)=[CH:26][CH:27]=1. Given the reactants FC(F)(F)C(O)=O.C(OC(=O)[NH:14][C:15]1[CH:27]=[CH:26][C:25]2[C:24]3[C:19](=[CH:20][C:21]([NH:28][C:29](=[O:33])[CH2:30][CH2:31][CH3:32])=[CH:22][CH:23]=3)[CH2:18][C:17]=2[CH:16]=1)(C)(C)C, predict the reaction product. (5) Given the reactants [H-].[Na+].[CH3:3][C:4]1[CH:9]=[C:8]([C:10]([C:12]2[C:21](=[O:22])[C:20]3[C:15](=[CH:16][CH:17]=[CH:18][CH:19]=3)[NH:14][CH:13]=2)=[O:11])[CH:7]=[CH:6][N:5]=1.[CH3:23][C:24]1[CH:25]=[C:26]([CH:29]=[CH:30][CH:31]=1)[CH2:27]Br, predict the reaction product. The product is: [CH3:23][C:24]1[CH:25]=[C:26]([CH:29]=[CH:30][CH:31]=1)[CH2:27][N:14]1[C:15]2[C:20](=[CH:19][CH:18]=[CH:17][CH:16]=2)[C:21](=[O:22])[C:12]([C:10]([C:8]2[CH:7]=[CH:6][N:5]=[C:4]([CH3:3])[CH:9]=2)=[O:11])=[CH:13]1.